Dataset: Catalyst prediction with 721,799 reactions and 888 catalyst types from USPTO. Task: Predict which catalyst facilitates the given reaction. (1) Reactant: [F:1][C:2]([F:12])([F:11])[C:3]1[CH:10]=[CH:9][C:6]([CH:7]=O)=[CH:5][CH:4]=1.Cl.[NH2:14][OH:15].[OH-].[K+]. Product: [F:1][C:2]([F:12])([F:11])[C:3]1[CH:10]=[CH:9][C:6]([CH:7]=[N:14][OH:15])=[CH:5][CH:4]=1. The catalyst class is: 97. (2) Reactant: [C:1]([C:5]1[CH:6]=[C:7]([NH2:18])[N:8]([C:10]2[CH:15]=[CH:14][C:13]([O:16]C)=[CH:12][CH:11]=2)[N:9]=1)([CH3:4])([CH3:3])[CH3:2].[Cl-].[Cl-].[Cl-].[Al+3].C([O-])(O)=O.[Na+]. Product: [NH2:18][C:7]1[N:8]([C:10]2[CH:15]=[CH:14][C:13]([OH:16])=[CH:12][CH:11]=2)[N:9]=[C:5]([C:1]([CH3:4])([CH3:3])[CH3:2])[CH:6]=1. The catalyst class is: 2.